From a dataset of Full USPTO retrosynthesis dataset with 1.9M reactions from patents (1976-2016). Predict the reactants needed to synthesize the given product. (1) Given the product [CH3:6][S:7]([O:10][CH:11]1[CH2:16][CH2:15][C:14]([CH2:3][CH:2]=[CH2:1])([OH:17])[CH2:13][CH2:12]1)(=[O:9])=[O:8], predict the reactants needed to synthesize it. The reactants are: [CH2:1]([Mg]Br)[CH:2]=[CH2:3].[CH3:6][S:7]([O:10][CH:11]1[CH2:16][CH2:15][C:14](=[O:17])[CH2:13][CH2:12]1)(=[O:9])=[O:8]. (2) Given the product [Br:22][C:23]1[CH:24]=[C:25]2[C:29](=[CH:30][CH:31]=1)[N:28]([C:32]([O:34][C:35]([CH3:38])([CH3:37])[CH3:36])=[O:33])[CH:27]=[C:26]2[C:2]1[CH:7]=[C:6]([O:8][CH2:9][C:10]2[CH:15]=[CH:14][C:13]([O:16][CH3:17])=[CH:12][CH:11]=2)[N:5]=[C:4]([S:18]([CH3:21])(=[O:20])=[O:19])[N:3]=1, predict the reactants needed to synthesize it. The reactants are: Cl[C:2]1[CH:7]=[C:6]([O:8][CH2:9][C:10]2[CH:15]=[CH:14][C:13]([O:16][CH3:17])=[CH:12][CH:11]=2)[N:5]=[C:4]([S:18]([CH3:21])(=[O:20])=[O:19])[N:3]=1.[Br:22][C:23]1[CH:24]=[C:25]2[C:29](=[CH:30][CH:31]=1)[N:28]([C:32]([O:34][C:35]([CH3:38])([CH3:37])[CH3:36])=[O:33])[CH:27]=[C:26]2B1OC(C)(C)C(C)(C)O1.C(=O)([O-])[O-].[K+].[K+]. (3) Given the product [Br:1][C:2]1[CH:7]=[CH:6][C:5]([S:8]([NH:11][C:12]2[C:21]3[C:16](=[CH:17][CH:18]=[CH:19][CH:20]=3)[C:15]([O:22][CH3:23])=[C:14]([S:24][CH2:25][C:26]([OH:28])=[O:27])[CH:13]=2)(=[O:9])=[O:10])=[CH:4][CH:3]=1, predict the reactants needed to synthesize it. The reactants are: [Br:1][C:2]1[CH:7]=[CH:6][C:5]([S:8]([NH:11][C:12]2[C:21]3[C:16](=[CH:17][CH:18]=[CH:19][CH:20]=3)[C:15]([O:22][CH3:23])=[C:14]([S:24][CH2:25][C:26]([O:28]C)=[O:27])[CH:13]=2)(=[O:10])=[O:9])=[CH:4][CH:3]=1.[Li+].[OH-]. (4) Given the product [Cl:47][C:48]1[C:53]([N:61]2[CH2:66][CH2:65][O:64][CH2:63][CH2:62]2)=[CH:52][CH:51]=[CH:50][N:49]=1, predict the reactants needed to synthesize it. The reactants are: C1C=CC(P(C2C(C3C(P(C4C=CC=CC=4)C4C=CC=CC=4)=CC=C4C=3C=CC=C4)=C3C(C=CC=C3)=CC=2)C2C=CC=CC=2)=CC=1.[Cl:47][C:48]1[C:53](I)=[CH:52][CH:51]=[CH:50][N:49]=1.C([O-])([O-])=O.[Cs+].[Cs+].[NH:61]1[CH2:66][CH2:65][O:64][CH2:63][CH2:62]1. (5) Given the product [Cl:3][C:12]1[CH:11]=[CH:10][C:9]2[C:8]([C:18]([NH:20][CH2:21][CH2:22][CH:23]3[CH2:28][CH2:27][CH2:26][CH2:25][CH2:24]3)=[O:19])=[C:7]([Cl:6])[CH:16]=[CH:15][C:14]=2[N:13]=1, predict the reactants needed to synthesize it. The reactants are: P(Cl)(Cl)([Cl:3])=O.[Cl:6][C:7]1[C:8]([C:18]([NH:20][CH2:21][CH2:22][CH:23]2[CH2:28][CH2:27][CH2:26][CH2:25][CH2:24]2)=[O:19])=[C:9]2[C:14](=[CH:15][CH:16]=1)[N+:13](O)=[CH:12][CH:11]=[CH:10]2. (6) Given the product [CH2:11]([O:13][C:14]([C:15]1[N:10]=[C:8]([NH:7][C:4]2[CH:5]=[CH:6][N:1]=[CH:2][CH:3]=2)[S:9][CH:16]=1)=[O:19])[CH3:12], predict the reactants needed to synthesize it. The reactants are: [N:1]1[CH:6]=[CH:5][C:4]([NH:7][C:8]([NH2:10])=[S:9])=[CH:3][CH:2]=1.[CH2:11]([O:13][C:14](=[O:19])[C:15](=O)[CH2:16]Br)[CH3:12].